This data is from Reaction yield outcomes from USPTO patents with 853,638 reactions. The task is: Predict the reaction yield, written as a fraction of the theoretical maximum amount of product (1.0 means a 100% yield; for example, 0.34 means a 34% yield). (1) The reactants are [C:1]([O:5][C:6]([N:8]([CH3:32])[CH:9]1[CH2:14][CH2:13][CH:12]([O:15][C:16]2[C:27]3[C:26]4[C@@H:25]([CH2:28][C:29]([OH:31])=O)[CH2:24][CH2:23][C:22]=4[S:21][C:20]=3[N:19]=[CH:18][N:17]=2)[CH2:11][CH2:10]1)=[O:7])([CH3:4])([CH3:3])[CH3:2].CN(C(ON1N=NC2C=CC=NC1=2)=[N+](C)C)C.F[P-](F)(F)(F)(F)F.CCN(C(C)C)C(C)C.Cl.[NH2:67][CH2:68][C:69]([NH2:71])=[O:70]. The catalyst is CN(C=O)C.CCOC(C)=O. The product is [C:69]([CH2:68][NH:67][C:29]([CH2:28][C@H:25]1[CH2:24][CH2:23][C:22]2[S:21][C:20]3[N:19]=[CH:18][N:17]=[C:16]([O:15][CH:12]4[CH2:11][CH2:10][CH:9]([N:8]([CH3:32])[C:6](=[O:7])[O:5][C:1]([CH3:3])([CH3:4])[CH3:2])[CH2:14][CH2:13]4)[C:27]=3[C:26]1=2)=[O:31])(=[O:70])[NH2:71]. The yield is 0.920. (2) The reactants are Cl[C:2]1[C:3](=[O:19])[N:4]([CH2:13][CH2:14][O:15][CH2:16][CH2:17][CH3:18])[C:5]2[CH:11]=[C:10]([Cl:12])[N:9]=[CH:8][C:6]=2[N:7]=1.[NH:20]1[CH2:25][CH2:24][NH:23][CH2:22][CH2:21]1.C(N(CC)CC)C.C(OCC)(=O)C.CCCCCC. The catalyst is C1COCC1. The product is [Cl:12][C:10]1[N:9]=[CH:8][C:6]2[N:7]=[C:2]([N:20]3[CH2:25][CH2:24][NH:23][CH2:22][CH2:21]3)[C:3](=[O:19])[N:4]([CH2:13][CH2:14][O:15][CH2:16][CH2:17][CH3:18])[C:5]=2[CH:11]=1. The yield is 0.720. (3) The reactants are [CH2:1]([NH:6][CH:7]1[CH2:12][CH2:11][C:10](=[O:13])[NH:9][C:8]1=[O:14])[CH2:2][CH2:3][C:4]#[CH:5].[C:15](O[C:15]([O:17][C:18]([CH3:21])([CH3:20])[CH3:19])=[O:16])([O:17][C:18]([CH3:21])([CH3:20])[CH3:19])=[O:16]. The catalyst is C(#N)C.CN(C)C1C=CN=CC=1. The product is [C:18]([O:17][C:15](=[O:16])[N:6]([CH:7]1[CH2:12][CH2:11][C:10](=[O:13])[NH:9][C:8]1=[O:14])[CH2:1][CH2:2][CH2:3][C:4]#[CH:5])([CH3:21])([CH3:20])[CH3:19]. The yield is 0.600. (4) The product is [O:1]1[C:5]([C:6]2[S:8][CH:10]=[C:11]([C:12]([O:14][CH2:15][CH3:16])=[O:13])[N:7]=2)=[CH:4][CH:3]=[N:2]1. The catalyst is C(O)C. The reactants are [O:1]1[C:5]([C:6](=[S:8])[NH2:7])=[CH:4][CH:3]=[N:2]1.Br[CH2:10][C:11](=O)[C:12]([O:14][CH2:15][CH3:16])=[O:13]. The yield is 0.920. (5) The reactants are [F:1][C:2]1[C:3]([N:39]2[CH:44]=[CH:43][C:42]([CH3:45])=[CH:41][C:40]2=[O:46])=[CH:4][C:5]([O:37][CH3:38])=[C:6]([N:8]2[C:17]3[C:12](=[CH:13][C:14]([S:18]([N:21]([C:31]4[CH:35]=[CH:34][O:33][N:32]=4)CC4C=CC(OC)=CC=4)(=[O:20])=[O:19])=[CH:15][CH:16]=3)[CH:11]=[CH:10][C:9]2=[O:36])[CH:7]=1. The catalyst is C(O)(C(F)(F)F)=O. The product is [F:1][C:2]1[C:3]([N:39]2[CH:44]=[CH:43][C:42]([CH3:45])=[CH:41][C:40]2=[O:46])=[CH:4][C:5]([O:37][CH3:38])=[C:6]([N:8]2[C:17]3[C:12](=[CH:13][C:14]([S:18]([NH:21][C:31]4[CH:35]=[CH:34][O:33][N:32]=4)(=[O:19])=[O:20])=[CH:15][CH:16]=3)[CH:11]=[CH:10][C:9]2=[O:36])[CH:7]=1. The yield is 0.0164. (6) The reactants are [C:1]([O-:4])(=O)[CH3:2].[K+].[C:6]12(P[C:6]34[CH2:15]C5C[CH:12]([CH2:14][CH:8](C5)[CH2:7]3)[CH2:13]4)[CH2:15]C3C[CH:12]([CH2:14][CH:8](C3)[CH2:7]1)[CH2:13]2.ClC1C=CC(C)=CC=1.C(OC(=O)C=C)CCC. The catalyst is CC(N(C)C)=O.[Pd](Cl)Cl. The product is [C:6]1([CH3:15])[CH:13]=[CH:12][CH:14]=[CH:8][C:7]=1[C:1]([CH3:2])=[O:4]. The yield is 0.190. (7) The reactants are [CH3:1][O:2][CH2:3][CH:4]([CH3:35])[O:5][C:6]1[CH:7]=[C:8]([O:24][C:25]2[CH:26]=[N:27][C:28]([S:31]([CH3:34])(=[O:33])=[O:32])=[CH:29][CH:30]=2)[CH:9]=[C:10]2[C:14]=1[NH:13][C:12]([C:15]1[S:16][CH:17]([CH2:20][C:21](O)=[O:22])[CH2:18][N:19]=1)=[CH:11]2.Cl.C([N:39]=C=NCCCN(C)C)C.ON1C2C=CC=CC=2N=N1.[OH-].[NH4+]. The catalyst is O.CN(C)C=O. The product is [CH3:1][O:2][CH2:3][CH:4]([CH3:35])[O:5][C:6]1[CH:7]=[C:8]([O:24][C:25]2[CH:26]=[N:27][C:28]([S:31]([CH3:34])(=[O:33])=[O:32])=[CH:29][CH:30]=2)[CH:9]=[C:10]2[C:14]=1[NH:13][C:12]([C:15]1[S:16][CH:17]([CH2:20][C:21]([NH2:39])=[O:22])[CH2:18][N:19]=1)=[CH:11]2. The yield is 0.600.